This data is from Aqueous solubility values for 9,982 compounds from the AqSolDB database. The task is: Regression/Classification. Given a drug SMILES string, predict its absorption, distribution, metabolism, or excretion properties. Task type varies by dataset: regression for continuous measurements (e.g., permeability, clearance, half-life) or binary classification for categorical outcomes (e.g., BBB penetration, CYP inhibition). For this dataset (solubility_aqsoldb), we predict Y. (1) The compound is CCC(=C(CC)c1ccc(O)cc1)c1ccc(O)cc1. The Y is -4.35 log mol/L. (2) The drug is O=c1[nH]cncc1Br. The Y is -0.447 log mol/L. (3) The drug is CCOP(=S)(Oc1cnc(C(C)(C)C)nc1)OC(C)C. The Y is -4.76 log mol/L. (4) The molecule is CCCCn1c(O)c(C#N)c(C)cc1=O. The Y is -2.27 log mol/L.